This data is from Forward reaction prediction with 1.9M reactions from USPTO patents (1976-2016). The task is: Predict the product of the given reaction. (1) Given the reactants [Br:1][C:2]1[CH:7]=[CH:6][N:5]2[C:8](=[O:11])[NH:9][N:10]=[C:4]2[C:3]=1[I:12].C([O-])([O-])=O.[K+].[K+].I[CH2:20][CH:21]([CH3:23])[CH3:22], predict the reaction product. The product is: [Br:1][C:2]1[CH:7]=[CH:6][N:5]2[C:8](=[O:11])[N:9]([CH2:20][CH:21]([CH3:23])[CH3:22])[N:10]=[C:4]2[C:3]=1[I:12]. (2) Given the reactants [Br:1][C:2]1[CH:3]=[CH:4][C:5]([S:10][CH2:11][CH3:12])=[C:6]([NH:8][NH2:9])[CH:7]=1.[NH2:13][C:14]1[C:22]([Br:23])=[CH:21][C:20]([O:24][C:25]([F:28])([F:27])[F:26])=[CH:19][C:15]=1[C:16](O)=[O:17].N[C:30]1C(C(NNC2C=C(C#N)C=CC=2SCC)=O)=CC(Br)=CN=1, predict the reaction product. The product is: [Br:23][C:22]1[CH:21]=[C:20]([O:24][C:25]([F:28])([F:27])[F:26])[CH:19]=[C:15]2[C:14]=1[N:13]=[CH:30][N:9]([NH:8][C:6]1[CH:7]=[C:2]([Br:1])[CH:3]=[CH:4][C:5]=1[S:10][CH2:11][CH3:12])[C:16]2=[O:17]. (3) The product is: [CH2:1]([N:3]1[CH:7]([CH2:8][OH:9])[CH2:6][C:5]([CH3:30])([CH3:29])[C:4]1=[O:31])[CH3:2]. Given the reactants [CH2:1]([N:3]1[CH:7]([CH2:8][O:9]C(C2C=CC=CC=2)(C2C=CC=CC=2)C2C=CC=CC=2)[CH2:6][C:5]([CH3:30])([CH3:29])[C:4]1=[O:31])[CH3:2], predict the reaction product. (4) Given the reactants [C:1]1([C:29]2[CH:34]=[CH:33][CH:32]=[CH:31][CH:30]=2)[CH:6]=[CH:5][C:4]([N:7]2[C:19]3[CH:18]=[C:17]4[C:20]([CH3:28])([CH3:27])[C:21]5[C:26]([C:16]4=[CH:15][C:14]=3[C:13]3[C:8]2=[CH:9][CH:10]=[CH:11][CH:12]=3)=[CH:25][CH:24]=[CH:23][CH:22]=5)=[CH:3][CH:2]=1.[Br:35]N1C(=O)CCC1=O, predict the reaction product. The product is: [C:1]1([C:29]2[CH:34]=[CH:33][CH:32]=[CH:31][CH:30]=2)[CH:2]=[CH:3][C:4]([N:7]2[C:19]3[CH:18]=[C:17]4[C:20]([CH3:27])([CH3:28])[C:21]5[C:26]([C:16]4=[CH:15][C:14]=3[C:13]3[C:8]2=[CH:9][CH:10]=[C:11]([Br:35])[CH:12]=3)=[CH:25][CH:24]=[CH:23][CH:22]=5)=[CH:5][CH:6]=1. (5) Given the reactants Br[C:2]([F:9])([F:8])[C:3]([O:5][CH2:6][CH3:7])=[O:4].[CH2:10]1C[O:13][CH2:12][CH2:11]1.BrC(F)(F)C(OCC)=O.C(=O)CC.C1COCC1.C(=O)CC.C(OC(C)C)(C)C, predict the reaction product. The product is: [CH2:6]([O:5][C:3](=[O:4])[C:2]([F:9])([F:8])[CH:12]([OH:13])[CH2:11][CH3:10])[CH3:7]. (6) Given the reactants [CH3:1][C:2]1[N:7]=[C:6]([NH:8][CH3:9])[N:5]=[C:4]([NH:10][CH:11]2[CH2:16][CH2:15][CH2:14][CH:13]([C:17]([OH:19])=O)[CH2:12]2)[N:3]=1.C(N(C(C)C)CC)(C)C.[Br:29][C:30]1[CH:35]=[CH:34][C:33]([CH2:36][NH2:37])=[C:32]([Cl:38])[CH:31]=1.F[P-](F)(F)(F)(F)F.N1(O[P+](N(C)C)(N(C)C)N(C)C)C2C=CC=CC=2N=N1.C([O-])(O)=O.[Na+], predict the reaction product. The product is: [Br:29][C:30]1[CH:35]=[CH:34][C:33]([CH2:36][NH:37][C:17]([CH:13]2[CH2:14][CH2:15][CH2:16][CH:11]([NH:10][C:4]3[N:3]=[C:2]([CH3:1])[N:7]=[C:6]([NH:8][CH3:9])[N:5]=3)[CH2:12]2)=[O:19])=[C:32]([Cl:38])[CH:31]=1.